This data is from Full USPTO retrosynthesis dataset with 1.9M reactions from patents (1976-2016). The task is: Predict the reactants needed to synthesize the given product. (1) Given the product [C:1]([O:5][C:6]([N:8]1[CH2:12][C@H:11]([NH2:13])[CH2:10][C@@H:9]1[CH2:16][OH:17])=[O:7])([CH3:4])([CH3:3])[CH3:2], predict the reactants needed to synthesize it. The reactants are: [C:1]([O:5][C:6]([N:8]1[CH2:12][C@H:11]([N:13]=[N+]=[N-])[CH2:10][C@@H:9]1[CH2:16][OH:17])=[O:7])([CH3:4])([CH3:3])[CH3:2].[H][H]. (2) The reactants are: [H-].[H-].[H-].[H-].[Li+].[Al+3].[CH:7]1([CH:10]([NH:13][CH:14]([C:16]2[CH:21]=[CH:20][CH:19]=[CH:18][CH:17]=2)[CH3:15])[C:11]#[N:12])[CH2:9][CH2:8]1.O.[OH-].[Na+]. Given the product [CH:7]1([CH:10]([NH:13][CH:14]([C:16]2[CH:17]=[CH:18][CH:19]=[CH:20][CH:21]=2)[CH3:15])[CH2:11][NH2:12])[CH2:9][CH2:8]1, predict the reactants needed to synthesize it. (3) Given the product [Cl:25][C:22]1[CH:23]=[CH:24][C:19]([O:18][C:13]2[CH:12]=[CH:11][C:10]([CH2:9][NH:8][C:6]3[CH:5]=[CH:4][NH:3][C:2](=[O:39])[N:7]=3)=[CH:17][C:14]=2[C:15]#[N:16])=[CH:20][C:21]=1[C:26]([F:29])([F:28])[F:27], predict the reactants needed to synthesize it. The reactants are: Cl[C:2]1[N:7]=[C:6]([NH:8][CH2:9][C:10]2[CH:11]=[CH:12][C:13]([O:18][C:19]3[CH:24]=[CH:23][C:22]([Cl:25])=[C:21]([C:26]([F:29])([F:28])[F:27])[CH:20]=3)=[C:14]([CH:17]=2)[C:15]#[N:16])[CH:5]=[CH:4][N:3]=1.C1N2CCN(CC2)C1.C(=O)([O-])[O-:39].[K+].[K+].O1CCOCC1. (4) Given the product [C:11]([C:10]1[CH:9]=[C:8]([CH3:16])[C:7]([C:5]2[N:6]=[C:2]([NH:1][C:18](=[O:25])[C:19]3[CH:24]=[CH:23][N:22]=[CH:21][CH:20]=3)[S:3][CH:4]=2)=[C:14]([CH3:15])[CH:13]=1)#[N:12], predict the reactants needed to synthesize it. The reactants are: [NH2:1][C:2]1[S:3][CH:4]=[C:5]([C:7]2[C:14]([CH3:15])=[CH:13][C:10]([C:11]#[N:12])=[CH:9][C:8]=2[CH3:16])[N:6]=1.Cl.[C:18](Cl)(=[O:25])[C:19]1[CH:24]=[CH:23][N:22]=[CH:21][CH:20]=1. (5) Given the product [OH:17][CH2:16][C:13]1[CH:14]=[CH:15][C:10]([CH2:9][CH2:8][N:5]2[CH:6]=[CH:7][C:2]([O:1][CH2:20][C:21]3[CH:25]=[CH:24][S:23][CH:22]=3)=[CH:3][C:4]2=[O:18])=[CH:11][CH:12]=1, predict the reactants needed to synthesize it. The reactants are: [OH:1][C:2]1[CH:7]=[CH:6][N:5]([CH2:8][CH2:9][C:10]2[CH:15]=[CH:14][C:13]([CH2:16][OH:17])=[CH:12][CH:11]=2)[C:4](=[O:18])[CH:3]=1.Br[CH2:20][C:21]1[CH:25]=[CH:24][S:23][CH:22]=1.C(=O)([O-])[O-].[K+].[K+]. (6) Given the product [C:11]([N:7]1[CH2:6][CH2:5][C:4]([CH2:1][CH2:2][CH2:3][OH:25])([C:15]2[CH:16]=[CH:17][CH:18]=[CH:19][CH:20]=2)[O:9][C:8]1=[O:10])([CH3:14])([CH3:13])[CH3:12], predict the reactants needed to synthesize it. The reactants are: [CH2:1]([C:4]1([C:15]2[CH:20]=[CH:19][CH:18]=[CH:17][CH:16]=2)[O:9][C:8](=[O:10])[N:7]([C:11]([CH3:14])([CH3:13])[CH3:12])[CH2:6][CH2:5]1)[CH:2]=[CH2:3].B.C1C[O:25]CC1.[OH-].[Na+].OO.Cl.